From a dataset of Forward reaction prediction with 1.9M reactions from USPTO patents (1976-2016). Predict the product of the given reaction. (1) The product is: [C:1]([O:5][C:6]([N:8]1[CH2:9][CH2:10][CH:11]([O:14][CH2:15][C:16]2[O:18][N:41]=[C:42]([C:44]3[CH:49]=[N:48][C:47]([O:50][CH3:51])=[N:46][CH:45]=3)[N:43]=2)[CH2:12][CH2:13]1)=[O:7])([CH3:2])([CH3:3])[CH3:4]. Given the reactants [C:1]([O:5][C:6]([N:8]1[CH2:13][CH2:12][CH:11]([O:14][CH2:15][C:16]([OH:18])=O)[CH2:10][CH2:9]1)=[O:7])([CH3:4])([CH3:3])[CH3:2].CCN=C=NCCCN(C)C.C1C=CC2N(O)N=NC=2C=1.O[NH:41][C:42]([C:44]1[CH:45]=[N:46][C:47]([O:50][CH3:51])=[N:48][CH:49]=1)=[NH:43], predict the reaction product. (2) Given the reactants [C:1]([C:3]1[C:11]2[CH2:10][CH2:9][NH:8][CH2:7][C:6]=2[S:5][C:4]=1[NH:12][C:13](=[O:25])[CH:14]=[CH:15][C:16]1[CH:21]=[CH:20][CH:19]=[CH:18][C:17]=1[O:22][CH2:23][CH3:24])#[N:2].C([C:28]1C2CCNCC=2S[C:29]=1[NH:37][C:38](=[O:46])C=CC1OC=CC=1)#N, predict the reaction product. The product is: [CH2:29]([NH:37][C:38]([N:8]1[CH2:9][CH2:10][C:11]2[C:3]([C:1]#[N:2])=[C:4]([NH:12][C:13](=[O:25])/[CH:14]=[CH:15]/[C:16]3[CH:21]=[CH:20][CH:19]=[CH:18][C:17]=3[O:22][CH2:23][CH3:24])[S:5][C:6]=2[CH2:7]1)=[O:46])[CH3:28]. (3) Given the reactants [CH:1]([C:3]1[CH:4]=[C:5]([CH:16]=[CH:17][CH:18]=1)[O:6][C:7]1[CH:14]=[C:13]([CH3:15])[CH:12]=[CH:11][C:8]=1[C:9]#[N:10])=O.CN.[C:21]([BH3-])#[N:22].[Na+].[C:25]([OH:32])(=[O:31])/[CH:26]=[CH:27]/[C:28]([OH:30])=[O:29], predict the reaction product. The product is: [C:25]([OH:32])(=[O:31])/[CH:26]=[CH:27]/[C:28]([OH:30])=[O:29].[CH3:15][C:13]1[CH:12]=[CH:11][C:8]([C:9]#[N:10])=[C:7]([O:6][C:5]2[CH:16]=[CH:17][CH:18]=[C:3]([CH2:1][NH:22][CH3:21])[CH:4]=2)[CH:14]=1. (4) Given the reactants Br[C:2]1[CH:3]=[C:4]2[C:9](=[CH:10][CH:11]=1)[CH2:8][N:7]([S:12]([CH3:15])(=[O:14])=[O:13])[CH2:6][CH2:5]2.[B:16]1([B:16]2[O:20][C:19]([CH3:22])([CH3:21])[C:18]([CH3:24])([CH3:23])[O:17]2)[O:20][C:19]([CH3:22])([CH3:21])[C:18]([CH3:24])([CH3:23])[O:17]1.C([O-])(=O)C.[K+], predict the reaction product. The product is: [CH3:15][S:12]([N:7]1[CH2:6][CH2:5][C:4]2[C:9](=[CH:10][CH:11]=[C:2]([B:16]3[O:20][C:19]([CH3:22])([CH3:21])[C:18]([CH3:24])([CH3:23])[O:17]3)[CH:3]=2)[CH2:8]1)(=[O:14])=[O:13]. (5) Given the reactants Cl[CH2:2][CH2:3][CH2:4][O:5][C:6]1[CH:30]=[CH:29][C:9]([CH2:10][N:11]2[C:19]3[C:14](=[CH:15][CH:16]=[CH:17][CH:18]=3)[C:13]3[CH2:20][CH2:21][O:22][C:23]4[CH:28]=[CH:27][CH:26]=[CH:25][C:24]=4[C:12]2=3)=[CH:8][CH:7]=1.[NH:31]1[CH2:36][CH2:35][CH2:34][CH2:33][CH2:32]1, predict the reaction product. The product is: [N:31]1([CH2:2][CH2:3][CH2:4][O:5][C:6]2[CH:30]=[CH:29][C:9]([CH2:10][N:11]3[C:19]4[C:14](=[CH:15][CH:16]=[CH:17][CH:18]=4)[C:13]4[CH2:20][CH2:21][O:22][C:23]5[CH:28]=[CH:27][CH:26]=[CH:25][C:24]=5[C:12]3=4)=[CH:8][CH:7]=2)[CH2:36][CH2:35][CH2:34][CH2:33][CH2:32]1. (6) Given the reactants [Br:1][C:2]1[N:7]=[C:6]([CH:8](O)[CH2:9][F:10])[CH:5]=[CH:4][CH:3]=1.C1(P(C2C=CC=CC=2)C2C=CC=CC=2)C=CC=CC=1.C(Br)(Br)(Br)[Br:32], predict the reaction product. The product is: [Br:1][C:2]1[CH:3]=[CH:4][CH:5]=[C:6]([CH:8]([Br:32])[CH2:9][F:10])[N:7]=1. (7) Given the reactants [OH:1][C:2]1[CH:22]=[CH:21][CH:20]=[CH:19][C:3]=1[CH2:4][NH:5][C:6]([NH:8][C:9]1[O:10][C:11]([C:14]2[O:15][CH:16]=[CH:17][CH:18]=2)=[N:12][N:13]=1)=[O:7].[Cl:23][C:24]1[N:29]=[C:28](Cl)[CH:27]=[CH:26][N:25]=1.[OH-].[Na+], predict the reaction product. The product is: [Cl:23][C:24]1[N:29]=[C:28]([O:1][C:2]2[CH:22]=[CH:21][CH:20]=[CH:19][C:3]=2[CH2:4][NH:5][C:6]([NH:8][C:9]2[O:10][C:11]([C:14]3[O:15][CH:16]=[CH:17][CH:18]=3)=[N:12][N:13]=2)=[O:7])[CH:27]=[CH:26][N:25]=1. (8) Given the reactants N[C:2]1[CH:11]=[CH:10][C:5]([C:6]([O:8][CH3:9])=[O:7])=[CH:4][CH:3]=1.Cl[C:13](=[O:18])[C:14]([O:16][CH3:17])=[O:15].[N:19]1C=CC=CC=1, predict the reaction product. The product is: [CH3:17][O:16][C:14](=[O:15])[C:13]([NH:19][C:3]1[CH:4]=[C:5]([CH:10]=[CH:11][CH:2]=1)[C:6]([O:8][CH3:9])=[O:7])=[O:18]. (9) Given the reactants [C:1]([C:4]1[CH:13]=[CH:12][C:11]([O:14][CH2:15][C:16]2[CH:21]=[CH:20][CH:19]=[CH:18][CH:17]=2)=[C:10]2[C:5]=1[CH:6]=[CH:7][CH:8]=[N:9]2)(=[O:3])[CH3:2].ClC1C=C(C=CC=1)C(OO)=[O:27], predict the reaction product. The product is: [C:1]([C:4]1[CH:13]=[CH:12][C:11]([O:14][CH2:15][C:16]2[CH:21]=[CH:20][CH:19]=[CH:18][CH:17]=2)=[C:10]2[C:5]=1[CH:6]=[CH:7][CH:8]=[N+:9]2[O-:27])(=[O:3])[CH3:2]. (10) Given the reactants [Cl:1][C:2]1[CH:7]=[CH:6][C:5]([OH:8])=[CH:4][C:3]=1[CH:9]([CH3:28])[C:10]([C:16]1[CH:17]=[CH:18][C:19]2[O:24][CH2:23][C:22](=[O:25])[N:21]([CH3:26])[C:20]=2[CH:27]=1)([OH:15])[C:11]([F:14])([F:13])[F:12].[CH2:29]([O:31][C:32](=[O:41])[C:33]1[CH:38]=[CH:37][C:36]([CH2:39]Br)=[CH:35][CH:34]=1)[CH3:30].C(=O)([O-])[O-].[Cs+].[Cs+], predict the reaction product. The product is: [CH2:29]([O:31][C:32](=[O:41])[C:33]1[CH:38]=[CH:37][C:36]([CH2:39][O:8][C:5]2[CH:6]=[CH:7][C:2]([Cl:1])=[C:3]([CH:9]([CH3:28])[C:10]([OH:15])([C:16]3[CH:17]=[CH:18][C:19]4[O:24][CH2:23][C:22](=[O:25])[N:21]([CH3:26])[C:20]=4[CH:27]=3)[C:11]([F:12])([F:13])[F:14])[CH:4]=2)=[CH:35][CH:34]=1)[CH3:30].